Dataset: Peptide-MHC class I binding affinity with 185,985 pairs from IEDB/IMGT. Task: Regression. Given a peptide amino acid sequence and an MHC pseudo amino acid sequence, predict their binding affinity value. This is MHC class I binding data. (1) The peptide sequence is LNEQLIYTY. The MHC is HLA-A26:01 with pseudo-sequence HLA-A26:01. The binding affinity (normalized) is 0.193. (2) The peptide sequence is YLRLYIILAR. The MHC is HLA-A33:01 with pseudo-sequence HLA-A33:01. The binding affinity (normalized) is 0.560.